Dataset: Full USPTO retrosynthesis dataset with 1.9M reactions from patents (1976-2016). Task: Predict the reactants needed to synthesize the given product. (1) Given the product [ClH:36].[CH3:35][C:2]1([CH3:1])[C:8](=[O:9])[NH:7][C:6]2[N:10]=[CH:11][C:12](/[CH:14]=[CH:15]/[C:16]([N:18]([CH3:34])[CH2:19][C:20]3[CH:25]=[CH:24][CH:23]=[C:22]([O:26][C:27]([F:29])([F:30])[F:28])[C:21]=3[O:31][CH2:32][CH3:33])=[O:17])=[CH:13][C:5]=2[CH2:4][NH:3]1, predict the reactants needed to synthesize it. The reactants are: [CH3:1][C:2]1([CH3:35])[C:8](=[O:9])[NH:7][C:6]2[N:10]=[CH:11][C:12](/[CH:14]=[CH:15]/[C:16]([N:18]([CH3:34])[CH2:19][C:20]3[CH:25]=[CH:24][CH:23]=[C:22]([O:26][C:27]([F:30])([F:29])[F:28])[C:21]=3[O:31][CH2:32][CH3:33])=[O:17])=[CH:13][C:5]=2[CH2:4][NH:3]1.[ClH:36]. (2) Given the product [CH2:17]([C:9]1([C:13]([O:15][CH3:16])=[O:14])[CH2:10][CH2:11][CH2:12][C:8]1=[O:7])[C:18]1[CH:23]=[CH:22][CH:21]=[CH:20][CH:19]=1, predict the reactants needed to synthesize it. The reactants are: C(=O)([O-])[O-].[K+].[K+].[O:7]=[C:8]1[CH2:12][CH2:11][CH2:10][CH:9]1[C:13]([O:15][CH3:16])=[O:14].[CH2:17](Br)[C:18]1[CH:23]=[CH:22][CH:21]=[CH:20][CH:19]=1. (3) Given the product [OH:40][C:37]1([C:35]([NH:1][C@H:2]2[CH2:7][CH2:6][C@H:5]([NH:8][C:9]([C:11]3[C:15]4[N:16]=[CH:17][N:18]=[C:19]([C:20]5[C:28]6[O:27][CH2:26][O:25][C:24]=6[CH:23]=[CH:22][C:21]=5[O:29][CH2:30][CH:31]5[CH2:33][CH2:32]5)[C:14]=4[NH:13][CH:12]=3)=[O:10])[CH2:4][CH2:3]2)=[O:36])[CH2:39][CH2:38]1, predict the reactants needed to synthesize it. The reactants are: [NH2:1][C@H:2]1[CH2:7][CH2:6][C@H:5]([NH:8][C:9]([C:11]2[C:15]3[N:16]=[CH:17][N:18]=[C:19]([C:20]4[C:28]5[O:27][CH2:26][O:25][C:24]=5[CH:23]=[CH:22][C:21]=4[O:29][CH2:30][CH:31]4[CH2:33][CH2:32]4)[C:14]=3[NH:13][CH:12]=2)=[O:10])[CH2:4][CH2:3]1.Cl[C:35]([C:37]1([O:40]C(=O)C)[CH2:39][CH2:38]1)=[O:36]. (4) Given the product [CH2:1]([C@@H:8]([C:9]([N:40]([C:37]1[S:38][CH:39]=[C:35]([C:30]2[CH:31]=[CH:32][CH:33]=[CH:34][C:29]=2[C:23]2[CH:24]=[N:25][C:26]([O:27][CH3:28])=[C:21]([F:20])[CH:22]=2)[N:36]=1)[CH3:41])=[O:11])[CH2:12][C:13]([OH:15])=[O:14])[C:2]1[CH:3]=[CH:4][CH:5]=[CH:6][CH:7]=1, predict the reactants needed to synthesize it. The reactants are: [CH2:1]([C@H:8]([CH2:12][C:13]([O:15]C(C)(C)C)=[O:14])[C:9]([OH:11])=O)[C:2]1[CH:7]=[CH:6][CH:5]=[CH:4][CH:3]=1.[F:20][C:21]1[CH:22]=[C:23]([C:29]2[CH:34]=[CH:33][CH:32]=[CH:31][C:30]=2[C:35]2[N:36]=[C:37]([NH:40][CH3:41])[S:38][CH:39]=2)[CH:24]=[N:25][C:26]=1[O:27][CH3:28].BrC1C=C(F)C(OC)=NC=1. (5) Given the product [CH3:1][C@H:24]([NH:23][CH3:22])[C@H:25]([OH:34])[C:26]1[CH:27]=[CH:28][CH:29]=[CH:30][CH:31]=1, predict the reactants needed to synthesize it. The reactants are: [CH3:1]CCCN1C(C(NC2C(C)=CC=CC=2C)=O)CCCC1.[CH3:22][NH:23][CH2:24][C@H:25]([OH:34])[C:26]1[CH:27]=[CH:28][C:29](O)=[C:30](O)[CH:31]=1.